From a dataset of Reaction yield outcomes from USPTO patents with 853,638 reactions. Predict the reaction yield, written as a fraction of the theoretical maximum amount of product (1.0 means a 100% yield; for example, 0.34 means a 34% yield). The reactants are [F:1][C:2]1[CH:3]=[C:4]([C:10]2[C:15]([C:16]3[CH:21]=[CH:20][C:19]([O:22][CH3:23])=[C:18]([F:24])[CH:17]=3)=[N:14][NH:13][C:12](=[O:25])[CH:11]=2)[CH:5]=[CH:6][C:7]=1[O:8][CH3:9].[Cl:26][C:27]1[CH:36]=[CH:35][C:30]([CH:31]=[CH:32][CH2:33]Cl)=[CH:29][CH:28]=1. No catalyst specified. The product is [F:1][C:2]1[CH:3]=[C:4]([C:10]2[C:15]([C:16]3[CH:21]=[CH:20][C:19]([O:22][CH3:23])=[C:18]([F:24])[CH:17]=3)=[N:14][N:13]([CH2:33][CH:32]=[CH:31][C:30]3[CH:35]=[CH:36][C:27]([Cl:26])=[CH:28][CH:29]=3)[C:12](=[O:25])[CH:11]=2)[CH:5]=[CH:6][C:7]=1[O:8][CH3:9]. The yield is 0.429.